From a dataset of Full USPTO retrosynthesis dataset with 1.9M reactions from patents (1976-2016). Predict the reactants needed to synthesize the given product. (1) Given the product [C:7]([C:10]1([C:13]([NH:31][C@@H:29]([C:23]2[CH:28]=[CH:27][CH:26]=[CH:25][CH:24]=2)[CH3:30])=[O:15])[CH2:11][CH2:12]1)(=[O:9])[CH3:8], predict the reactants needed to synthesize it. The reactants are: ClC(OCC)=O.[C:7]([C:10]1([C:13]([OH:15])=O)[CH2:12][CH2:11]1)(=[O:9])[CH3:8].C(N(CC)CC)C.[C:23]1([C@H:29]([NH2:31])[CH3:30])[CH:28]=[CH:27][CH:26]=[CH:25][CH:24]=1. (2) Given the product [N:6]1[CH:7]=[CH:8][C:3]([CH2:1][CH2:2][N:9]2[C:17]3[C:12](=[CH:13][CH:14]=[CH:15][CH:16]=3)[CH:11]=[CH:10]2)=[CH:4][CH:5]=1, predict the reactants needed to synthesize it. The reactants are: [CH:1]([C:3]1[CH:8]=[CH:7][N:6]=[CH:5][CH:4]=1)=[CH2:2].[NH:9]1[C:17]2[C:12](=[CH:13][CH:14]=[CH:15][CH:16]=2)[CH:11]=[CH:10]1.